Predict which catalyst facilitates the given reaction. From a dataset of Catalyst prediction with 721,799 reactions and 888 catalyst types from USPTO. (1) Reactant: [H-].[Na+].Br[C:4]1[CH:5]=[C:6]([CH:27]=[CH:28][N:29]=1)[C:7]([NH:9][C:10]1[S:11][C:12]2[C:18]([CH:19]3[CH2:24][O:23][CH2:22][CH2:21][O:20]3)=[CH:17][CH:16]=[C:15]([O:25][CH3:26])[C:13]=2[N:14]=1)=[O:8].C(Cl)(Cl)Cl.CN([CH:37]=[O:38])C. Product: [O:20]1[CH2:21][CH2:22][O:23][CH2:24][CH:19]1[C:18]1[C:12]2[S:11][C:10]([NH:9][C:7](=[O:8])[C:6]3[CH:27]=[CH:28][N:29]=[C:4]([O:20][CH:19]4[CH2:24][CH2:37][O:38][CH2:17][CH2:18]4)[CH:5]=3)=[N:14][C:13]=2[C:15]([O:25][CH3:26])=[CH:16][CH:17]=1. The catalyst class is: 12. (2) Reactant: [Br:1][C:2]1[CH:3]=[C:4]2[C:9](=[C:10]([Cl:12])[CH:11]=1)[N:8]=[C:7](Cl)[N:6]=[CH:5]2.[NH2:14][C:15]1[CH:16]=[C:17]([NH:25][C:26](=[O:28])[CH3:27])[CH:18]=[C:19]([CH2:21][N:22]([CH3:24])[CH3:23])[CH:20]=1.Cl.O1CCOCC1. Product: [Br:1][C:2]1[CH:3]=[C:4]2[C:9](=[C:10]([Cl:12])[CH:11]=1)[N:8]=[C:7]([NH:14][C:15]1[CH:16]=[C:17]([NH:25][C:26](=[O:28])[CH3:27])[CH:18]=[C:19]([CH2:21][N:22]([CH3:24])[CH3:23])[CH:20]=1)[N:6]=[CH:5]2. The catalyst class is: 252. (3) Reactant: [OH:1][C:2]1[C:11]2[C:6](=[CH:7][C:8]([CH3:12])=[CH:9][CH:10]=2)[N:5]=[C:4]([C:13]([OH:15])=O)[CH:3]=1.FC(F)(F)C(O)=O.[CH2:23]([O:27][C:28]([N:30]1[CH2:35][CH2:34][N:33]([C:36](=[O:49])[C@@H:37]([NH2:48])[CH2:38][CH2:39][O:40][CH2:41][C:42]2[CH:47]=[CH:46][CH:45]=[CH:44][CH:43]=2)[CH2:32][CH2:31]1)=[O:29])[CH2:24][CH2:25][CH3:26].C1C=CC2N(O)N=NC=2C=1.C(Cl)CCl. Product: [CH2:23]([O:27][C:28]([N:30]1[CH2:31][CH2:32][N:33]([C:36](=[O:49])[C@@H:37]([NH:48][C:13]([C:4]2[CH:3]=[C:2]([OH:1])[C:11]3[C:6](=[CH:7][C:8]([CH3:12])=[CH:9][CH:10]=3)[N:5]=2)=[O:15])[CH2:38][CH2:39][O:40][CH2:41][C:42]2[CH:43]=[CH:44][CH:45]=[CH:46][CH:47]=2)[CH2:34][CH2:35]1)=[O:29])[CH2:24][CH2:25][CH3:26]. The catalyst class is: 18.